This data is from Full USPTO retrosynthesis dataset with 1.9M reactions from patents (1976-2016). The task is: Predict the reactants needed to synthesize the given product. (1) Given the product [Cl:10][C:11]1[CH:12]=[C:13]([N+:18]([O-:20])=[O:19])[CH:14]=[CH:15][C:16]=1[O:1][C:2]1[CH:3]=[N:4][CH:5]=[CH:6][CH:7]=1, predict the reactants needed to synthesize it. The reactants are: [OH:1][C:2]1[CH:3]=[N:4][CH:5]=[CH:6][CH:7]=1.[H-].[Na+].[Cl:10][C:11]1[CH:12]=[C:13]([N+:18]([O-:20])=[O:19])[CH:14]=[CH:15][C:16]=1F.O. (2) Given the product [CH:25]1([NH:28][C:16]([C:11]2[C:10]3[CH:9]=[CH:8][C:7]([C:1]4[CH:2]=[CH:3][CH:4]=[CH:5][CH:6]=4)([C:19]4[CH:20]=[CH:21][CH:22]=[CH:23][CH:24]=4)[CH2:15][C:14]=3[NH:13][N:12]=2)=[O:18])[CH2:27][CH2:26]1, predict the reactants needed to synthesize it. The reactants are: [C:1]1([C:7]2([C:19]3[CH:24]=[CH:23][CH:22]=[CH:21][CH:20]=3)[CH2:15][C:14]3[NH:13][N:12]=[C:11]([C:16]([OH:18])=O)[C:10]=3[CH:9]=[CH:8]2)[CH:6]=[CH:5][CH:4]=[CH:3][CH:2]=1.[CH:25]1([NH2:28])[CH2:27][CH2:26]1.Cl.C(N=C=NCCCN(C)C)C.OC1C2N=NNC=2C=CC=1. (3) Given the product [CH:13]1[CH:12]=[C:11]2[C:10]([N:9]([C@H:3]3[CH:4]4[CH2:7][CH2:8][N:1]([CH2:6][CH2:5]4)[CH2:2]3)[CH2:18][C@H:17]3[CH2:19][CH2:20][CH2:21][C:15](=[C:16]23)[CH:14]=1)=[O:22].[ClH:23], predict the reactants needed to synthesize it. The reactants are: [N:1]12[CH2:8][CH2:7][CH:4]([CH2:5][CH2:6]1)[CH:3]([N:9]1[CH:18]=[C:17]3[CH2:19][CH2:20][CH2:21][C:15]4[C:16]3=[C:11]([CH:12]=[CH:13][CH:14]=4)[C:10]1=[O:22])[CH2:2]2.[Cl:23](O)(=O)(=O)=O. (4) The reactants are: Br[C:2]1[CH:11]=[CH:10][C:9]2[N:8]=[CH:7][C:6]3[N:12]([CH3:23])[C:13](=[O:22])[N:14]([C:15]4[C:16]([CH3:21])=[N:17][N:18]([CH3:20])[CH:19]=4)[C:5]=3[C:4]=2[CH:3]=1.[CH3:24][C:25]([C:29]1[CH:30]=[N:31][CH:32]=[C:33](B2OC(C)(C)C(C)(C)O2)[CH:34]=1)([CH3:28])[C:26]#[N:27]. Given the product [CH3:20][N:18]1[CH:19]=[C:15]([N:14]2[C:5]3[C:4]4[CH:3]=[C:2]([C:33]5[CH:34]=[C:29]([C:25]([CH3:28])([CH3:24])[C:26]#[N:27])[CH:30]=[N:31][CH:32]=5)[CH:11]=[CH:10][C:9]=4[N:8]=[CH:7][C:6]=3[N:12]([CH3:23])[C:13]2=[O:22])[C:16]([CH3:21])=[N:17]1, predict the reactants needed to synthesize it. (5) Given the product [CH3:1][O:2][C:3](=[O:29])[C:4]1[CH:9]=[CH:8][C:7]([CH3:10])=[C:6]([N:11]2[C:16](=[O:17])[C:15]([Cl:30])=[C:14]([O:18][CH2:19][C:20]3[CH:25]=[CH:24][CH:23]=[C:22]([O:26][CH3:27])[CH:21]=3)[N:13]=[C:12]2[CH3:28])[CH:5]=1, predict the reactants needed to synthesize it. The reactants are: [CH3:1][O:2][C:3](=[O:29])[C:4]1[CH:9]=[CH:8][C:7]([CH3:10])=[C:6]([N:11]2[C:16](=[O:17])[CH:15]=[C:14]([O:18][CH2:19][C:20]3[CH:25]=[CH:24][CH:23]=[C:22]([O:26][CH3:27])[CH:21]=3)[N:13]=[C:12]2[CH3:28])[CH:5]=1.[Cl:30]N1C(=O)CCC1=O.